Dataset: Orexin1 receptor HTS with 218,158 compounds and 233 confirmed actives. Task: Binary Classification. Given a drug SMILES string, predict its activity (active/inactive) in a high-throughput screening assay against a specified biological target. (1) The drug is O(c1c(N2CCN(CC2)CCCNC(=O)Cn2[nH]cc3c(nc4c3cccc4)c2=O)cccc1)C. The result is 0 (inactive). (2) The drug is O=C(N1CCC(CC1)C)CNC(=O)c1nn(c(=O)c2c1cccc2)c1ccc(OC)cc1. The result is 0 (inactive). (3) The compound is O=c1n(c(=O)c2c3c1cccc3ccc2)c1cc2c(nccc2)cc1. The result is 0 (inactive). (4) The molecule is s1c(C(N(c2c(OC)cc(OC)cc2)C(=O)c2snc(c2N)C(=O)N)C(=O)NC2CCCC2)ccc1. The result is 0 (inactive). (5) The molecule is O1CCN(CC1)C1=C(OCC)C(=O)C1=O. The result is 0 (inactive). (6) The drug is S(=O)(=O)(N(CC(OCC(=O)NCc1cc(OC)ccc1)=O)C)c1ccc(NC(=O)C)cc1. The result is 0 (inactive). (7) The drug is s1c2n(nc(c(=O)n2)C)c(N)c1. The result is 0 (inactive). (8) The compound is O=C(N1CCC(CC1)C)c1noc(c1)c1cc2OCOc2cc1. The result is 0 (inactive).